Dataset: Reaction yield outcomes from USPTO patents with 853,638 reactions. Task: Predict the reaction yield, written as a fraction of the theoretical maximum amount of product (1.0 means a 100% yield; for example, 0.34 means a 34% yield). The reactants are Cl[C:2]1[C:7]2[C:8]([CH3:11])=[N:9][NH:10][C:6]=2[CH:5]=[N:4][CH:3]=1.[CH3:12][O:13][C:14]1[CH:19]=[C:18]([O:20][CH3:21])[CH:17]=[CH:16][C:15]=1[CH2:22][NH2:23]. The catalyst is C(O)CCC. The product is [CH3:12][O:13][C:14]1[CH:19]=[C:18]([O:20][CH3:21])[CH:17]=[CH:16][C:15]=1[CH2:22][NH:23][C:2]1[CH:3]=[N:4][CH:5]=[C:6]2[NH:10][N:9]=[C:8]([CH3:11])[C:7]=12. The yield is 0.420.